The task is: Predict the reaction yield, written as a fraction of the theoretical maximum amount of product (1.0 means a 100% yield; for example, 0.34 means a 34% yield).. This data is from Reaction yield outcomes from USPTO patents with 853,638 reactions. (1) The reactants are [BrH:1].[C:2]([C:6]1[CH:12]=[CH:11][CH:10]=[CH:9][C:7]=1N)([CH3:5])([CH3:4])[CH3:3].N([O-])=O.[Na+].O.O.O.O.O.O.O.O.O.O.C(=O)([O-])[O-].[Na+].[Na+]. The catalyst is O. The product is [Br:1][C:7]1[CH:9]=[CH:10][CH:11]=[CH:12][C:6]=1[C:2]([CH3:5])([CH3:4])[CH3:3]. The yield is 0.410. (2) The reactants are [CH2:1]([C:9]1[C:14]([CH:15]=[CH:16][C:17]([O:19]C)=[O:18])=[CH:13][CH:12]=[C:11]([C:21]([F:24])([F:23])[F:22])[N:10]=1)[CH2:2][C:3]1[CH:8]=[CH:7][CH:6]=[CH:5][CH:4]=1.[Li+].[OH-]. The catalyst is C1COCC1.O. The product is [CH2:1]([C:9]1[C:14]([CH:15]=[CH:16][C:17]([OH:19])=[O:18])=[CH:13][CH:12]=[C:11]([C:21]([F:23])([F:22])[F:24])[N:10]=1)[CH2:2][C:3]1[CH:4]=[CH:5][CH:6]=[CH:7][CH:8]=1. The yield is 0.980. (3) The reactants are [Br:1][C:2]1[CH:3]=[CH:4][C:5]2[N:6]([CH2:16][CH2:17][CH2:18][N:19]([C:32]3[CH:37]=[CH:36][CH:35]=[CH:34][CH:33]=3)S(C3C=CC=CC=3[N+]([O-])=O)(=O)=O)[C:7]3[C:12]([C:13]=2[CH:14]=1)=[CH:11][C:10]([Br:15])=[CH:9][CH:8]=3.C(=O)([O-])[O-].[Cs+].[Cs+].C1(S)C=CC=CC=1. The catalyst is C1COCC1. The product is [Br:1][C:2]1[CH:3]=[CH:4][C:5]2[N:6]([CH2:16][CH2:17][CH2:18][NH:19][C:32]3[CH:33]=[CH:34][CH:35]=[CH:36][CH:37]=3)[C:7]3[C:12]([C:13]=2[CH:14]=1)=[CH:11][C:10]([Br:15])=[CH:9][CH:8]=3. The yield is 0.609. (4) The reactants are CN.CO.Br[CH2:6][CH2:7][CH2:8][NH:9][C:10](=[O:20])[C:11]1[CH:16]=[CH:15][C:14]([N+:17]([O-:19])=[O:18])=[CH:13][CH:12]=1.[CH2:21]([N:23](CC)CC)C.[C:28](O[C:28]([O:30][C:31]([CH3:34])([CH3:33])[CH3:32])=[O:29])([O:30][C:31]([CH3:34])([CH3:33])[CH3:32])=[O:29]. The catalyst is CN(C)C1C=CN=CC=1. The product is [CH3:21][N:23]([CH2:6][CH2:7][CH2:8][NH:9][C:10](=[O:20])[C:11]1[CH:16]=[CH:15][C:14]([N+:17]([O-:19])=[O:18])=[CH:13][CH:12]=1)[C:28](=[O:29])[O:30][C:31]([CH3:34])([CH3:33])[CH3:32]. The yield is 1.00. (5) The reactants are [O:1]=[C:2]1[CH2:13][CH2:12][CH:11]=[CH:10][CH2:9][C@@H:8]([CH2:14][C:15]([OH:17])=O)[C:7](=[O:18])[O:6][CH2:5][C@@H:4]([C:19]2[CH:24]=[CH:23][CH:22]=[CH:21][CH:20]=2)[NH:3]1.[Cl:25][C:26]1[CH:31]=[CH:30][C:29]([CH2:32][NH2:33])=[CH:28][CH:27]=1. No catalyst specified. The product is [Cl:25][C:26]1[CH:31]=[CH:30][C:29]([CH2:32][NH:33][C:15](=[O:17])[CH2:14][C@H:8]2[C:7](=[O:18])[O:6][CH2:5][C@@H:4]([C:19]3[CH:24]=[CH:23][CH:22]=[CH:21][CH:20]=3)[NH:3][C:2](=[O:1])[CH2:13][CH2:12][CH:11]=[CH:10][CH2:9]2)=[CH:28][CH:27]=1. The yield is 0.490. (6) The reactants are [C:1]([O:5][C:6]([N:8]1[CH2:13][CH2:12][CH2:11][CH:10]([C:14]#[N:15])[CH2:9]1)=[O:7])([CH3:4])([CH3:3])[CH3:2].[NH2:16][OH:17]. The catalyst is C(O)C. The product is [C:1]([O:5][C:6]([N:8]1[CH2:13][CH2:12][CH2:11][CH:10]([C:14](=[NH:15])[NH:16][OH:17])[CH2:9]1)=[O:7])([CH3:4])([CH3:3])[CH3:2]. The yield is 1.00. (7) The reactants are [F:1][C:2]1[CH:6]=[N:5][N:4]([CH3:7])[C:3]=1[C:8]1[CH:9]=[C:10]([NH2:16])[CH:11]=[CH:12][C:13]=1[O:14][CH3:15].[F:17][C:18]([F:29])([F:28])[C:19]1[CH:24]=[CH:23][C:22]([N:25]=[C:26]=[O:27])=[CH:21][CH:20]=1. No catalyst specified. The product is [F:1][C:2]1[CH:6]=[N:5][N:4]([CH3:7])[C:3]=1[C:8]1[CH:9]=[C:10]([NH:16][C:26]([NH:25][C:22]2[CH:21]=[CH:20][C:19]([C:18]([F:17])([F:28])[F:29])=[CH:24][CH:23]=2)=[O:27])[CH:11]=[CH:12][C:13]=1[O:14][CH3:15]. The yield is 0.490.